Dataset: Reaction yield outcomes from USPTO patents with 853,638 reactions. Task: Predict the reaction yield, written as a fraction of the theoretical maximum amount of product (1.0 means a 100% yield; for example, 0.34 means a 34% yield). (1) The reactants are [CH3:1][C:2]([O:5][C:6]([N:8]1[CH2:13][CH:12]=[C:11]([C:14]2[N:15]=[CH:16][C:17]([C:20]([O:22][CH3:23])=[O:21])=[N:18][CH:19]=2)[CH2:10][CH2:9]1)=[O:7])([CH3:4])[CH3:3]. The catalyst is C(O)C.[Pd]. The product is [CH3:4][C:2]([O:5][C:6]([N:8]1[CH2:13][CH2:12][CH:11]([C:14]2[N:15]=[CH:16][C:17]([C:20]([O:22][CH3:23])=[O:21])=[N:18][CH:19]=2)[CH2:10][CH2:9]1)=[O:7])([CH3:1])[CH3:3]. The yield is 0.680. (2) The reactants are Br[C:2]1[CH:7]=[CH:6][C:5]([N+:8]([O-:10])=[O:9])=[CH:4][CH:3]=1.CCN([CH2:16][CH3:17])CC. The catalyst is CC([O-])=O.CC([O-])=O.[Pd+2].C1(C)C=CC=CC=1P(C1C=CC=CC=1C)C1C=CC=CC=1C.O. The product is [N+:8]([C:5]1[CH:6]=[CH:7][C:2](/[CH:7]=[CH:2]/[CH2:3][CH2:4][CH2:5][CH2:6][CH2:16][CH3:17])=[CH:3][CH:4]=1)([O-:10])=[O:9]. The yield is 0.900.